Task: Regression/Classification. Given a drug SMILES string, predict its absorption, distribution, metabolism, or excretion properties. Task type varies by dataset: regression for continuous measurements (e.g., permeability, clearance, half-life) or binary classification for categorical outcomes (e.g., BBB penetration, CYP inhibition). For this dataset (caco2_wang), we predict Y.. Dataset: Caco-2 cell permeability data measuring drug intestinal absorption for ~900 compounds (1) The molecule is Cc1ccc(S(=O)(=O)NC(=O)C(c2ccc3c(c2)OCO3)c2cn(C)c3cc(CO)ccc23)cc1. The Y is -5.77 log Papp (cm/s). (2) The drug is CC(C)[C@H](NC(=O)CCN(C)C)c1cc(Cl)ccc1N1CCN(C(=O)[C@H](C)Cc2ccc(Cl)cc2)CC1. The Y is -5.05 log Papp (cm/s). (3) The compound is O=C(O)c1ccncc1. The Y is -5.19 log Papp (cm/s). (4) The drug is C=C1NC(N)=Nc2c1ncn2COCCOC(=O)[C@H](N)[C@H](C)CC. The Y is -5.68 log Papp (cm/s). (5) The drug is Clc1ccc2c(c1)N=C(N1CCNCC1)c1ccccc1N2. The Y is -4.68 log Papp (cm/s). (6) The drug is NCC(=O)CCC(=O)O. The Y is -5.34 log Papp (cm/s).